Dataset: Full USPTO retrosynthesis dataset with 1.9M reactions from patents (1976-2016). Task: Predict the reactants needed to synthesize the given product. (1) Given the product [I:17][CH2:3][C:2]([CH3:16])([CH3:1])[CH2:9][N:10]1[CH2:15][CH2:14][CH2:13][CH2:12][CH2:11]1, predict the reactants needed to synthesize it. The reactants are: [CH3:1][C:2]([CH3:16])([CH2:9][N:10]1[CH2:15][CH2:14][CH2:13][CH2:12][CH2:11]1)[CH2:3]OS(C)(=O)=O.[I-:17].[Na+]. (2) Given the product [Cl:23][C:20]1[CH:19]=[CH:18][N:17]=[C:16]2[CH:15]=[C:14]([C:12]([N:9]3[CH2:10][CH2:11][C@@H:7]([O:6][CH2:2][CH:3]4[CH2:5][CH2:4]4)[CH2:8]3)=[O:13])[S:22][C:21]=12, predict the reactants needed to synthesize it. The reactants are: Br[CH2:2][CH:3]1[CH2:5][CH2:4]1.[OH:6][C@@H:7]1[CH2:11][CH2:10][N:9]([C:12]([C:14]2[S:22][C:21]3[C:16](=[N:17][CH:18]=[CH:19][C:20]=3[Cl:23])[CH:15]=2)=[O:13])[CH2:8]1. (3) Given the product [Cl:29][C:27]1[CH:26]=[CH:25][C:24]([N:30]2[CH:34]=[N:33][N:32]=[N:31]2)=[C:23]([C:18]2[CH:17]=[C:16]3[N:21]([C@H:13]([C:11]4[NH:12][C:8]([C:5]5[CH:4]=[CH:3][C:2]([NH:1][C:39](=[O:40])[CH2:38][O:37][CH2:36][C:35]([OH:42])=[O:41])=[CH:7][CH:6]=5)=[CH:9][N:10]=4)[CH2:14][CH2:15]3)[C:20](=[O:22])[CH:19]=2)[CH:28]=1, predict the reactants needed to synthesize it. The reactants are: [NH2:1][C:2]1[CH:7]=[CH:6][C:5]([C:8]2[NH:12][C:11]([C@H:13]3[N:21]4[C:16](=[CH:17][C:18]([C:23]5[CH:28]=[C:27]([Cl:29])[CH:26]=[CH:25][C:24]=5[N:30]5[CH:34]=[N:33][N:32]=[N:31]5)=[CH:19][C:20]4=[O:22])[CH2:15][CH2:14]3)=[N:10][CH:9]=2)=[CH:4][CH:3]=1.[C:35]1(=[O:42])[O:41][C:39](=[O:40])[CH2:38][O:37][CH2:36]1.